This data is from Forward reaction prediction with 1.9M reactions from USPTO patents (1976-2016). The task is: Predict the product of the given reaction. (1) Given the reactants [CH2:1]([N:3]1[CH2:8][CH2:7][CH2:6][CH2:5][C@@H:4]1[C:9]([OH:11])=O)[CH3:2].[F:12][C:13]1[CH:18]=[CH:17][C:16]([CH:19]([C:26]2[CH:31]=[CH:30][C:29]([F:32])=[CH:28][CH:27]=2)[N:20]2[CH2:25][CH2:24][NH:23][CH2:22][CH2:21]2)=[CH:15][CH:14]=1, predict the reaction product. The product is: [F:32][C:29]1[CH:28]=[CH:27][C:26]([CH:19]([C:16]2[CH:17]=[CH:18][C:13]([F:12])=[CH:14][CH:15]=2)[N:20]2[CH2:21][CH2:22][N:23]([C:9]([C@H:4]3[CH2:5][CH2:6][CH2:7][CH2:8][N:3]3[CH2:1][CH3:2])=[O:11])[CH2:24][CH2:25]2)=[CH:31][CH:30]=1. (2) The product is: [CH2:2]1[CH:1]([NH:4][C:5]2[C:6]3[N:7]=[CH:8][N:9]([C@H:20]4[CH:21]=[CH:22][C@@H:23]([CH2:25][OH:26])[CH2:24]4)[C:10]=3[N:11]=[C:12]([NH2:14])[N:13]=2)[CH2:3]1.[CH2:2]1[CH:1]([NH:4][C:5]2[C:6]3[N:7]=[CH:8][N:9]([C@H:20]4[CH:21]=[CH:22][C@@H:23]([CH2:25][OH:26])[CH2:24]4)[C:10]=3[N:11]=[C:12]([NH2:14])[N:13]=2)[CH2:3]1.[OH:38][S:36]([OH:39])(=[O:37])=[O:35]. Given the reactants [CH:1]1([NH:4][C:5]2[N:13]=[C:12]([NH:14]C(=O)C(C)C)[N:11]=[C:10]3[C:6]=2[N:7]=[CH:8][N:9]3[C@@H:20]2[CH2:24][C@H:23]([CH2:25][OH:26])[CH:22]=[CH:21]2)[CH2:3][CH2:2]1.[OH-].[Na+].COC(C)(C)C.[OH:35][S:36]([OH:39])(=[O:38])=[O:37], predict the reaction product. (3) Given the reactants [NH2:1][C:2]1[C:11]2[C:6](=[CH:7][CH:8]=[CH:9][CH:10]=2)[CH:5]=[CH:4][N:3]=1.C[Si]([N-][Si](C)(C)C)(C)C.[Li+].CC1(C)[C:29]2[C:24](=[C:25](P([C:24]3[CH:29]=[CH:28][CH:27]=[CH:26][CH:25]=3)[C:24]3[CH:29]=[CH:28][CH:27]=[CH:26][CH:25]=3)[CH:26]=[CH:27][CH:28]=2)O[C:25]2[C:26](P([C:24]3[CH:29]=[CH:28][CH:27]=[CH:26][CH:25]=3)[C:24]3[CH:29]=[CH:28][CH:27]=[CH:26][CH:25]=3)=[CH:27][CH:28]=[CH:29][C:24]1=2.C(N)CN.C(=O)([O-])[O-].[K+].[K+], predict the reaction product. The product is: [CH:10]1[C:11]2[C:2]3=[N:1][C:24]4[CH:29]=[CH:28][CH:27]=[CH:26][C:25]=4[N:3]3[CH:4]=[CH:5][C:6]=2[CH:7]=[CH:8][CH:9]=1. (4) Given the reactants [CH:1]([C:4]1[CH:9]=[CH:8][CH:7]=[CH:6][C:5]=1[NH:10][C:11]1[NH:15][C:14]2[CH:16]=[CH:17][C:18]([C:20]([OH:22])=O)=[CH:19][C:13]=2[N:12]=1)([CH3:3])[CH3:2].[N:23]1([CH2:29][CH2:30][NH:31][C:32]2[C:40]3[C:35](=[CH:36][C:37]([NH2:41])=[CH:38][CH:39]=3)[NH:34][N:33]=2)[CH2:28][CH2:27][O:26][CH2:25][CH2:24]1.CN(C(ON1N=NC2C=CC=CC1=2)=[N+](C)C)C.F[P-](F)(F)(F)(F)F, predict the reaction product. The product is: [N:23]1([CH2:29][CH2:30][NH:31][C:32]2[C:40]3[C:35](=[CH:36][C:37]([NH:41][C:20]([C:18]4[CH:17]=[CH:16][C:14]5[N:15]=[C:11]([NH:10][C:5]6[CH:6]=[CH:7][CH:8]=[CH:9][C:4]=6[CH:1]([CH3:3])[CH3:2])[NH:12][C:13]=5[CH:19]=4)=[O:22])=[CH:38][CH:39]=3)[NH:34][N:33]=2)[CH2:28][CH2:27][O:26][CH2:25][CH2:24]1. (5) Given the reactants [CH2:1]([O:3][C:4](=[O:18])[CH:5](OCC)[CH2:6][C:7]1[CH:12]=CC(O)=CC=1C)[CH3:2].C[CH:20](C)[CH:21]([C:23]1[S:27][C:26]([C:28]2[CH:33]=[CH:32][C:31]([C:34]([F:37])([F:36])[F:35])=[CH:30][CH:29]=2)=[N:25][C:24]=1C)[OH:22].[CH2:49](P([CH2:49][CH2:50][CH2:51][CH3:52])[CH2:49][CH2:50][CH2:51][CH3:52])[CH2:50][CH2:51][CH3:52].[CH3:53]N(C)C(N=NC(N(C)C)=O)=O, predict the reaction product. The product is: [CH2:1]([O:3][C:4](=[O:18])[CH:5]([C:6]1[CH:7]=[CH:12][C:49]([O:22][CH:21]([C:23]2[S:27][C:26]([C:28]3[CH:29]=[CH:30][C:31]([C:34]([F:35])([F:36])[F:37])=[CH:32][CH:33]=3)=[N:25][CH:24]=2)[CH3:20])=[CH:50][C:51]=1[CH3:52])[CH3:53])[CH3:2]. (6) The product is: [C:12]([C:9]1([S:6]([NH2:5])(=[O:8])=[O:7])[CH2:10][CH2:11]1)(=[O:19])[C:13]1[CH:18]=[CH:17][CH:16]=[CH:15][CH:14]=1. Given the reactants C([NH:5][S:6]([C:9]1([C:12](=[O:19])[C:13]2[CH:18]=[CH:17][CH:16]=[CH:15][CH:14]=2)[CH2:11][CH2:10]1)(=[O:8])=[O:7])(C)(C)C.CC1(S(N)(=O)=O)CC1, predict the reaction product.